Predict the reaction yield, written as a fraction of the theoretical maximum amount of product (1.0 means a 100% yield; for example, 0.34 means a 34% yield). From a dataset of Reaction yield outcomes from USPTO patents with 853,638 reactions. The reactants are [N:1]([CH2:4][C:5]1[CH:10]=[CH:9][C:8]([C:11]2[CH:16]=[CH:15][C:14]([N:17]3[CH2:21][CH:20]([CH2:22][NH:23][C:24](=[O:26])[CH3:25])[O:19][C:18]3=[O:27])=[CH:13][C:12]=2[F:28])=[CH:7][CH:6]=1)=[N+]=[N-].C1(P(C2C=CC=CC=2)C2C=CC=CC=2)C=CC=CC=1.O. The catalyst is O1CCCC1. The product is [NH2:1][CH2:4][C:5]1[CH:10]=[CH:9][C:8]([C:11]2[CH:16]=[CH:15][C:14]([N:17]3[CH2:21][CH:20]([CH2:22][NH:23][C:24](=[O:26])[CH3:25])[O:19][C:18]3=[O:27])=[CH:13][C:12]=2[F:28])=[CH:7][CH:6]=1. The yield is 0.870.